Dataset: Forward reaction prediction with 1.9M reactions from USPTO patents (1976-2016). Task: Predict the product of the given reaction. (1) Given the reactants [CH3:1][O:2][C:3]1[CH:27]=[CH:26][C:6]([CH2:7][N:8]2[CH:17]=[C:16]3[C:10]([N:11]([CH2:22][CH2:23][O:24][CH3:25])[CH2:12][CH2:13][C:14]4[S:20][C:19]([NH2:21])=[N:18][C:15]=43)=[N:9]2)=[CH:5][CH:4]=1.Cl[C:29]1[N:34]=[C:33]([CH3:35])[C:32]([F:36])=[CH:31][N:30]=1.C([O-])([O-])=O.[Cs+].[Cs+].CC1(C)C2C(=C(P(C3C=CC=CC=3)C3C=CC=CC=3)C=CC=2)OC2C(P(C3C=CC=CC=3)C3C=CC=CC=3)=CC=CC1=2, predict the reaction product. The product is: [F:36][C:32]1[C:33]([CH3:35])=[N:34][C:29]([NH:21][C:19]2[S:20][C:14]3[CH2:13][CH2:12][N:11]([CH2:22][CH2:23][O:24][CH3:25])[C:10]4=[N:9][N:8]([CH2:7][C:6]5[CH:5]=[CH:4][C:3]([O:2][CH3:1])=[CH:27][CH:26]=5)[CH:17]=[C:16]4[C:15]=3[N:18]=2)=[N:30][CH:31]=1. (2) The product is: [Cl:15][C:10]1[CH:11]=[CH:12][CH:13]=[CH:14][C:9]=1[C:7]1[C:6]([C:16]([O:18][CH2:19][CH3:20])=[O:17])=[CH:5][N:4]=[C:3]([CH2:2][N:27]2[N:28]=[N:29][C:25]([C:22]([F:24])([F:23])[F:21])=[N:26]2)[N:8]=1. Given the reactants Br[CH2:2][C:3]1[N:8]=[C:7]([C:9]2[CH:14]=[CH:13][CH:12]=[CH:11][C:10]=2[Cl:15])[C:6]([C:16]([O:18][CH2:19][CH3:20])=[O:17])=[CH:5][N:4]=1.[F:21][C:22]([C:25]1[NH:29][N:28]=[N:27][N:26]=1)([F:24])[F:23].C(=O)([O-])[O-].[K+].[K+], predict the reaction product. (3) Given the reactants [N:1]1[C:10]2[C:5](=[CH:6][CH:7]=[CH:8][CH:9]=2)[CH:4]=[C:3]([CH:11]=O)[CH:2]=1.CN.CO.CC(O)=O.[BH3-][C:22]#[N:23].[Na+], predict the reaction product. The product is: [CH3:22][NH:23][CH2:11][C:3]1[CH:2]=[N:1][C:10]2[C:5]([CH:4]=1)=[CH:6][CH:7]=[CH:8][CH:9]=2.